The task is: Predict the reaction yield, written as a fraction of the theoretical maximum amount of product (1.0 means a 100% yield; for example, 0.34 means a 34% yield).. This data is from Reaction yield outcomes from USPTO patents with 853,638 reactions. The reactants are [NH2:1][CH:2]1[CH2:16][C:5]2([CH2:8][N:7]([C:9]([O:11][C:12]([CH3:15])([CH3:14])[CH3:13])=[O:10])[CH2:6]2)[S:4](=[O:18])(=[O:17])[CH2:3]1.O1CCCC1.[CH:24]1[CH:29]=[CH:28][C:27]([CH2:30][O:31][C:32](Cl)=[O:33])=[CH:26][CH:25]=1. The catalyst is [Cl-].[Na+].O. The product is [CH2:30]([O:31][C:32]([NH:1][CH:2]1[CH2:16][C:5]2([CH2:8][N:7]([C:9]([O:11][C:12]([CH3:14])([CH3:15])[CH3:13])=[O:10])[CH2:6]2)[S:4](=[O:17])(=[O:18])[CH2:3]1)=[O:33])[C:27]1[CH:28]=[CH:29][CH:24]=[CH:25][CH:26]=1. The yield is 0.850.